Dataset: Retrosynthesis with 50K atom-mapped reactions and 10 reaction types from USPTO. Task: Predict the reactants needed to synthesize the given product. (1) Given the product Clc1ccc2c(C3=CCN(CCCCOc4cccc5[nH]ccc45)CC3)c[nH]c2c1, predict the reactants needed to synthesize it. The reactants are: ClCCCCOc1cccc2[nH]ccc12.Clc1ccc2c(C3=CCNCC3)c[nH]c2c1. (2) Given the product Cc1oc(Br)cc1CO, predict the reactants needed to synthesize it. The reactants are: COC(=O)c1cc(Br)oc1C. (3) Given the product c1cc2c(ccn2CC2CC3CCC2N3)cc1-c1cnn(C2CCCCO2)c1, predict the reactants needed to synthesize it. The reactants are: O=C(OCc1ccccc1)N1C2CCC1C(Cn1ccc3cc(-c4cnn(C5CCCCO5)c4)ccc31)C2. (4) Given the product Cc1ccc(S(=O)(=O)n2cc(-c3nc(N[C@H]4CCC[C@@H](NC(=O)OC(C)(C)C)C4)c(F)cc3C#N)c3cc(F)cnc32)cc1, predict the reactants needed to synthesize it. The reactants are: CC(C)(C)OC(=O)N[C@@H]1CCC[C@H](Nc2nc(Cl)c(C#N)cc2F)C1.Cc1ccc(S(=O)(=O)n2cc(B3OC(C)(C)C(C)(C)O3)c3cc(F)cnc32)cc1. (5) The reactants are: CNCc1cccc(Br)c1.O=C(O)c1cccc(S(=O)(=O)Cl)c1. Given the product CN(Cc1cccc(Br)c1)S(=O)(=O)c1cccc(C(=O)O)c1, predict the reactants needed to synthesize it. (6) Given the product CCCCc1nc(C)n(-c2cccc(OCCO[Si](C)(C)C(C)(C)C)c2)c(=O)c1Cc1ccc(-c2ccccc2C#N)cc1, predict the reactants needed to synthesize it. The reactants are: CC(C)(C)[Si](C)(C)OCCBr.CCCCc1nc(C)n(-c2cccc(O)c2)c(=O)c1Cc1ccc(-c2ccccc2C#N)cc1. (7) Given the product CCOC(=O)N1CCC2CN(Cc3ccccc3)CC21, predict the reactants needed to synthesize it. The reactants are: CCOC(=O)Cl.c1ccc(CN2CC3CCNC3C2)cc1. (8) Given the product CCOC(=O)c1cc(-c2ccccc2)n(-c2cccc(Br)c2)c1C, predict the reactants needed to synthesize it. The reactants are: CCOC(=O)C(CC(=O)c1ccccc1)C(C)=O.Nc1cccc(Br)c1.